This data is from Forward reaction prediction with 1.9M reactions from USPTO patents (1976-2016). The task is: Predict the product of the given reaction. Given the reactants [NH:1]1[CH2:6][CH2:5][CH2:4][C@@H:3]([NH:7][C:8](=[O:14])[O:9][C:10]([CH3:13])([CH3:12])[CH3:11])[CH2:2]1.[CH2:15]([O:17][C:18]1[C:19](F)=[C:20]2[C:26]([NH:27][C:28]([CH:30]3[CH2:32][CH2:31]3)=[O:29])=[CH:25][NH:24][C:21]2=[N:22][CH:23]=1)[CH3:16], predict the reaction product. The product is: [CH:30]1([C:28]([NH:27][C:26]2[C:20]3[C:21](=[N:22][CH:23]=[C:18]([O:17][CH2:15][CH3:16])[C:19]=3[N:1]3[CH2:6][CH2:5][CH2:4][C@@H:3]([NH:7][C:8](=[O:14])[O:9][C:10]([CH3:11])([CH3:13])[CH3:12])[CH2:2]3)[NH:24][CH:25]=2)=[O:29])[CH2:31][CH2:32]1.